From a dataset of Peptide-MHC class I binding affinity with 185,985 pairs from IEDB/IMGT. Regression. Given a peptide amino acid sequence and an MHC pseudo amino acid sequence, predict their binding affinity value. This is MHC class I binding data. (1) The peptide sequence is GRQTALFLLKL. The MHC is Mamu-B03 with pseudo-sequence Mamu-B03. The binding affinity (normalized) is 0.833. (2) The peptide sequence is AHGWSTFYL. The MHC is HLA-B27:05 with pseudo-sequence HLA-B27:05. The binding affinity (normalized) is 0.0847. (3) The peptide sequence is RPPPGRRPF. The MHC is HLA-B07:02 with pseudo-sequence HLA-B07:02. The binding affinity (normalized) is 1.00. (4) The MHC is HLA-A26:01 with pseudo-sequence HLA-A26:01. The binding affinity (normalized) is 0.0847. The peptide sequence is ILFDRLPIA.